Predict the reactants needed to synthesize the given product. From a dataset of Full USPTO retrosynthesis dataset with 1.9M reactions from patents (1976-2016). (1) Given the product [CH2:7]([O:6][P:4]([CH2:9]/[CH:10]=[CH:11]/[C:12]1[CH:17]=[CH:16][CH:15]=[C:14]([CH3:23])[CH:13]=1)([O:3][CH2:1][CH3:2])=[O:5])[CH3:8], predict the reactants needed to synthesize it. The reactants are: [CH2:1]([O:3][P:4]([CH2:9]/[CH:10]=[CH:11]/[C:12]1[CH:13]=[C:14](NC(=O)C)[CH:15]=[CH:16][CH:17]=1)([O:6][CH2:7][CH3:8])=[O:5])[CH3:2].I[C:23]1C=C(C)C=CC=1. (2) The reactants are: [NH2:1][C:2]1[CH:7]=[CH:6][CH:5]=[CH:4][C:3]=1[C:8]1[NH:12][C:11]([CH3:13])=[C:10]([C:14]([NH2:16])=[O:15])[CH:9]=1.C(N(CC)CC)C.[OH:24][C:25]1[CH:30]=[CH:29][C:28]([S:31](Cl)(=[O:33])=[O:32])=[CH:27][CH:26]=1. Given the product [OH:24][C:25]1[CH:30]=[CH:29][C:28]([S:31]([NH:1][C:2]2[CH:7]=[CH:6][CH:5]=[CH:4][C:3]=2[C:8]2[NH:12][C:11]([CH3:13])=[C:10]([C:14]([NH2:16])=[O:15])[CH:9]=2)(=[O:33])=[O:32])=[CH:27][CH:26]=1, predict the reactants needed to synthesize it. (3) Given the product [NH2:1][CH2:4][CH2:5][CH2:6][NH:7][C:8](=[O:22])[O:9][CH2:10][CH2:11][NH:12][C:13](=[O:21])[C:14]1[CH:19]=[CH:18][CH:17]=[CH:16][C:15]=1[OH:20], predict the reactants needed to synthesize it. The reactants are: [N:1]([CH2:4][CH2:5][CH2:6][NH:7][C:8](=[O:22])[O:9][CH2:10][CH2:11][NH:12][C:13](=[O:21])[C:14]1[CH:19]=[CH:18][CH:17]=[CH:16][C:15]=1[OH:20])=[N+]=[N-].[H][H]. (4) The reactants are: [O:1]=[C:2]1[N:8]([CH:9]2[CH2:14][CH2:13][N:12]([C:15]([O:17][C@H:18]([CH2:33][C:34]3[CH:39]=[C:38]([CH3:40])[C:37]([O:41]CC4C=CC=CC=4)=[C:36](Cl)[CH:35]=3)[C:19](=[O:32])[N:20]3[CH2:25][CH2:24][N:23]([CH:26]4[CH2:31][CH2:30][O:29][CH2:28][CH2:27]4)[CH2:22][CH2:21]3)=[O:16])[CH2:11][CH2:10]2)[CH2:7][CH2:6][C:5]2[CH:50]=[CH:51][CH:52]=[CH:53][C:4]=2[NH:3]1.[H][H]. Given the product [O:1]=[C:2]1[N:8]([CH:9]2[CH2:14][CH2:13][N:12]([C:15]([O:17][C@H:18]([CH2:33][C:34]3[CH:35]=[CH:36][C:37]([OH:41])=[C:38]([CH3:40])[CH:39]=3)[C:19](=[O:32])[N:20]3[CH2:21][CH2:22][N:23]([CH:26]4[CH2:27][CH2:28][O:29][CH2:30][CH2:31]4)[CH2:24][CH2:25]3)=[O:16])[CH2:11][CH2:10]2)[CH2:7][CH2:6][C:5]2[CH:50]=[CH:51][CH:52]=[CH:53][C:4]=2[NH:3]1, predict the reactants needed to synthesize it. (5) Given the product [C:43]([O:42][CH2:41][CH:15]([O:14][C:1](=[O:13])[CH2:2][CH2:3][CH2:4][CH2:5][CH2:6][CH2:7][CH2:8][CH2:9][CH2:10][CH2:11][CH3:12])[CH3:16])(=[O:55])[CH2:44][CH2:45][CH2:46][CH2:47][CH2:48][CH2:49][CH2:50][CH2:51][CH2:52][CH2:53][CH3:54], predict the reactants needed to synthesize it. The reactants are: [C:1]([O:14][C@H:15]([CH2:41][O:42][C:43](=[O:55])[CH2:44][CH2:45][CH2:46][CH2:47][CH2:48][CH2:49][CH2:50][CH2:51][CH2:52][CH2:53][CH3:54])[CH2:16]SC[C@@H](C(O)=O)NC(=O)OCC1C2C=CC=CC=2C2C1=CC=CC=2)(=[O:13])[CH2:2][CH2:3][CH2:4][CH2:5][CH2:6][CH2:7][CH2:8][CH2:9][CH2:10][CH2:11][CH3:12].CN(C(ON1N=NC2C=CC=CC1=2)=[N+](C)C)C.F[P-](F)(F)(F)(F)F.NCCC1C=NC=CC=1.C(N(C(C)C)CC)(C)C. (6) Given the product [CH:29]1([C:23]2[CH:22]=[C:21]([C:18]3[N:17]=[C:16]([C:12]4[CH:13]=[C:14]([CH3:15])[C:9]([OH:8])=[C:10]([CH2:34][CH3:35])[CH:11]=4)[O:20][N:19]=3)[CH:26]=[C:25]([O:27][CH3:28])[N:24]=2)[CH2:30][CH2:31][CH2:32][CH2:33]1, predict the reactants needed to synthesize it. The reactants are: C([O:8][C:9]1[C:14]([CH3:15])=[CH:13][C:12]([C:16]2[O:20][N:19]=[C:18]([C:21]3[CH:26]=[C:25]([O:27][CH3:28])[N:24]=[C:23]([CH:29]4[CH2:33][CH2:32][CH2:31][CH2:30]4)[CH:22]=3)[N:17]=2)=[CH:11][C:10]=1[CH2:34][CH3:35])C1C=CC=CC=1. (7) The reactants are: Cl[C:2]1[N:7]=[C:6]([CH3:8])[N:5]=[C:4]([NH2:9])[CH:3]=1.[F:10][C:11]1[C:16](B(O)O)=[CH:15][CH:14]=[CH:13][N:12]=1.ClCCl.C([O-])([O-])=O.[Na+].[Na+]. Given the product [F:10][C:11]1[C:16]([C:2]2[N:7]=[C:6]([CH3:8])[N:5]=[C:4]([NH2:9])[CH:3]=2)=[CH:15][CH:14]=[CH:13][N:12]=1, predict the reactants needed to synthesize it.